This data is from Full USPTO retrosynthesis dataset with 1.9M reactions from patents (1976-2016). The task is: Predict the reactants needed to synthesize the given product. (1) Given the product [O:14]=[C:5]1[C:6]2[C:11](=[CH:10][CH:9]=[CH:8][CH:7]=2)[C:12](=[O:13])[N:4]1[CH2:3][CH2:2][P:15](=[O:22])([O:19][CH2:20][CH3:21])[O:16][CH2:17][CH3:18], predict the reactants needed to synthesize it. The reactants are: Br[CH2:2][CH2:3][N:4]1[C:12](=[O:13])[C:11]2[C:6](=[CH:7][CH:8]=[CH:9][CH:10]=2)[C:5]1=[O:14].[P:15]([O:22]CC)([O:19][CH2:20][CH3:21])[O:16][CH2:17][CH3:18]. (2) Given the product [N:44]1[C:43]2[CH:42]=[CH:41][C:2]([C:3]([NH:18][C@@H:17]([CH2:19][C:20]3[CH:21]=[CH:22][C:23]([O:26][C:27](=[O:29])[CH3:28])=[CH:24][CH:25]=3)[C:16]([O:15][CH2:8][C:9]3[CH:14]=[CH:13][CH:12]=[CH:11][CH:10]=3)=[O:30])=[O:5])=[CH:48][C:47]=2[NH:46][CH:45]=1, predict the reactants needed to synthesize it. The reactants are: F[C:2](F)(F)[C:3]([OH:5])=O.[CH2:8]([O:15][C:16](=[O:30])[C@H:17]([CH2:19][C:20]1[CH:25]=[CH:24][C:23]([O:26][C:27](=[O:29])[CH3:28])=[CH:22][CH:21]=1)[NH2:18])[C:9]1[CH:14]=[CH:13][CH:12]=[CH:11][CH:10]=1.C(N(CC)CC)C.Cl.CN(C)[CH2:41][CH2:42][CH2:43][N:44]=[C:45]=[N:46][CH2:47][CH3:48].O.ON1C2C=CC=CC=2N=N1. (3) The reactants are: [C:1]([O:4][C:5]1[CH:10]=[CH:9][C:8]([O:11][CH2:12][C:13]2[CH:18]=[CH:17][CH:16]=[CH:15][CH:14]=2)=[C:7]([N+:19]([O-:21])=[O:20])[CH:6]=1)(=O)[CH3:2].[CH3:22][O-:23].[Na+].CO. Given the product [CH2:12]([O:11][C:8]1[CH:9]=[CH:10][C:5]([O:4][CH2:1][C@H:2]2[O:23][CH2:22]2)=[CH:6][C:7]=1[N+:19]([O-:21])=[O:20])[C:13]1[CH:18]=[CH:17][CH:16]=[CH:15][CH:14]=1, predict the reactants needed to synthesize it.